Dataset: Catalyst prediction with 721,799 reactions and 888 catalyst types from USPTO. Task: Predict which catalyst facilitates the given reaction. (1) Reactant: Br[C:2]1[CH:3]=[C:4]([CH:8]([NH:14][C:15]([C@@H:17]2[CH2:22][CH2:21][CH2:20][N:19]([C:23](=[O:39])[CH2:24][CH2:25][CH:26]3[CH2:31][CH2:30][N:29]([C:32]([O:34][C:35]([CH3:38])([CH3:37])[CH3:36])=[O:33])[CH2:28][CH2:27]3)[CH2:18]2)=[O:16])[CH2:9][C:10]([O:12][CH3:13])=[O:11])[CH:5]=[N:6][CH:7]=1.[OH:40][C:41]1[CH:46]=[CH:45][CH:44]=[CH:43][C:42]=1B(O)O.[F-].[K+]. Product: [OH:40][C:41]1[CH:46]=[CH:45][CH:44]=[CH:43][C:42]=1[C:2]1[CH:3]=[C:4]([CH:8]([NH:14][C:15]([C@@H:17]2[CH2:22][CH2:21][CH2:20][N:19]([C:23](=[O:39])[CH2:24][CH2:25][CH:26]3[CH2:27][CH2:28][N:29]([C:32]([O:34][C:35]([CH3:36])([CH3:38])[CH3:37])=[O:33])[CH2:30][CH2:31]3)[CH2:18]2)=[O:16])[CH2:9][C:10]([O:12][CH3:13])=[O:11])[CH:5]=[N:6][CH:7]=1. The catalyst class is: 460. (2) Reactant: [CH2:1]([S:3](Cl)(=[O:5])=[O:4])[CH3:2].C(N(CC)CC)C.[C:14]1([C:20]2[O:24][N:23]=[C:22]([C:25]3[C:26]([NH2:37])=[N:27][CH:28]=[C:29]([C:31]4[CH2:32][CH2:33][NH:34][CH2:35][CH:36]=4)[N:30]=3)[N:21]=2)[CH:19]=[CH:18][CH:17]=[CH:16][CH:15]=1. Product: [CH2:1]([S:3]([N:34]1[CH2:35][CH:36]=[C:31]([C:29]2[N:30]=[C:25]([C:22]3[N:21]=[C:20]([C:14]4[CH:19]=[CH:18][CH:17]=[CH:16][CH:15]=4)[O:24][N:23]=3)[C:26]([NH2:37])=[N:27][CH:28]=2)[CH2:32][CH2:33]1)(=[O:5])=[O:4])[CH3:2]. The catalyst class is: 4. (3) Reactant: [SiH:1]([OH:4])([OH:3])[OH:2].Cl[SiH3].C[Si](C)(C)C1([Si](O)(O)O)C=CC=C1.C[Si](C)(C)C1([Si](Cl)(Cl)Cl)C=CC=C1.N[C:34]1[CH:39]=[CH:38][CH:37]=[CH:36][CH:35]=1. Product: [C:34]1([Si:1]([OH:4])([OH:3])[OH:2])[CH:39]=[CH:38][CH:37]=[CH:36][CH:35]=1. The catalyst class is: 27. (4) Reactant: [NH2:1][CH:2]([CH2:12][C:13]1[CH:18]=[CH:17][C:16]([C:19]([CH3:22])([CH3:21])[CH3:20])=[CH:15][CH:14]=1)[CH:3]([C:5]1[CH:10]=[CH:9][CH:8]=[C:7]([Cl:11])[CH:6]=1)[OH:4].[F:23][C:24]1[CH:33]=[CH:32][CH:31]=[C:30]2[C:25]=1[CH:26]=[CH:27][CH:28]=[C:29]2[C:34](O)=[O:35].Cl.C(N=C=NCCCN(C)C)C.O.ON1C2C=CC=CC=2N=N1. Product: [C:19]([C:16]1[CH:15]=[CH:14][C:13]([CH2:12][CH:2]([NH:1][C:34]([C:29]2[C:30]3[C:25](=[C:24]([F:23])[CH:33]=[CH:32][CH:31]=3)[CH:26]=[CH:27][CH:28]=2)=[O:35])[CH:3]([C:5]2[CH:10]=[CH:9][CH:8]=[C:7]([Cl:11])[CH:6]=2)[OH:4])=[CH:18][CH:17]=1)([CH3:22])([CH3:21])[CH3:20]. The catalyst class is: 47. (5) Reactant: [F:1][C:2]1[CH:7]=[CH:6][C:5]([C:8]2[N:13]=[CH:12][C:11]([NH:14][C:15]([NH:17][CH2:18][CH2:19][CH2:20][CH2:21][N:22]3[CH2:27][CH2:26][CH2:25][CH2:24][CH2:23]3)=[O:16])=[CH:10][CH:9]=2)=[CH:4][CH:3]=1.[ClH:28]. Product: [ClH:28].[F:1][C:2]1[CH:3]=[CH:4][C:5]([C:8]2[N:13]=[CH:12][C:11]([NH:14][C:15]([NH:17][CH2:18][CH2:19][CH2:20][CH2:21][N:22]3[CH2:23][CH2:24][CH2:25][CH2:26][CH2:27]3)=[O:16])=[CH:10][CH:9]=2)=[CH:6][CH:7]=1. The catalyst class is: 2. (6) Reactant: N.[NH2:2][C:3]1[N:8]([C:9]2[CH:10]=[C:11]([CH:14]=[CH:15][CH:16]=2)[C:12]#[N:13])[C:7](=[S:17])[NH:6][C:5](=[O:18])[C:4]=1[N:19]=O.S(S([O-])=O)([O-])=O.[Na+].[Na+].S(=O)(=O)(O)O. Product: [NH2:19][C:4]1[C:5](=[O:18])[NH:6][C:7](=[S:17])[N:8]([C:9]2[CH:10]=[C:11]([CH:14]=[CH:15][CH:16]=2)[C:12]#[N:13])[C:3]=1[NH2:2]. The catalyst class is: 6. (7) Reactant: [Cl:1][C:2]1[CH:27]=[C:26]([Cl:28])[CH:25]=[CH:24][C:3]=1[CH2:4][O:5][C:6]1[CH:11]=[C:10]([O:12][CH2:13][CH2:14][O:15][CH3:16])[CH:9]=[CH:8][C:7]=1/[CH:17]=[CH:18]/[C:19]([O:21]CC)=[O:20].[OH-].[Na+]. Product: [Cl:1][C:2]1[CH:27]=[C:26]([Cl:28])[CH:25]=[CH:24][C:3]=1[CH2:4][O:5][C:6]1[CH:11]=[C:10]([O:12][CH2:13][CH2:14][O:15][CH3:16])[CH:9]=[CH:8][C:7]=1/[CH:17]=[CH:18]/[C:19]([OH:21])=[O:20]. The catalyst class is: 214. (8) Reactant: [N+:1]([C:4]1[CH:5]=[N:6][C:7]([N:10]2[CH:16]3[CH2:17][CH2:18][N:13]([CH2:14][CH2:15]3)[CH2:12][CH2:11]2)=[N:8][CH:9]=1)([O-])=O.N12CCC(CC1)N(C1N=CC(N)=CN=1)CC2.[F:35][C:36]1[CH:44]=[CH:43][C:39]([C:40]([Cl:42])=[O:41])=[CH:38][CH:37]=1. Product: [ClH:42].[N:13]12[CH2:18][CH2:17][CH:16]([CH2:15][CH2:14]1)[N:10]([C:7]1[N:6]=[CH:5][C:4]([NH:1][C:40](=[O:41])[C:39]3[CH:43]=[CH:44][C:36]([F:35])=[CH:37][CH:38]=3)=[CH:9][N:8]=1)[CH2:11][CH2:12]2. The catalyst class is: 63. (9) Reactant: [CH2:1]([O:8][C:9]1[CH:14]=[CH:13][C:12]([N:15]([CH2:26][C@H:27]([O:29][Si](C(C)(C)C)(C)C)[CH3:28])[C:16]([C:18]2[C:19]([Cl:25])=[N:20][CH:21]=[N:22][C:23]=2[Cl:24])=[O:17])=[CH:11][CH:10]=1)[C:2]1[CH:7]=[CH:6][CH:5]=[CH:4][CH:3]=1. Product: [CH2:1]([O:8][C:9]1[CH:14]=[CH:13][C:12]([N:15]([CH2:26][C@H:27]([OH:29])[CH3:28])[C:16]([C:18]2[C:19]([Cl:25])=[N:20][CH:21]=[N:22][C:23]=2[Cl:24])=[O:17])=[CH:11][CH:10]=1)[C:2]1[CH:3]=[CH:4][CH:5]=[CH:6][CH:7]=1. The catalyst class is: 89. (10) Reactant: [Cl:1][C:2]1[CH:3]=[C:4]([N:10]2[CH2:15][CH2:14][N:13](C(OC(C)(C)C)=O)[CH2:12][CH2:11]2)[CH:5]=[C:6]([CH:8]=O)[CH:7]=1.[NH2:23][C:24]1[CH:32]=[C:31]([O:33][CH3:34])[CH:30]=[C:29]([O:35][CH3:36])[C:25]=1[C:26]([NH2:28])=[O:27].CC1C=CC(S(O)(=O)=O)=CC=1.OS([O-])=O.[Na+].FC(F)(F)C(O)=O. Product: [Cl:1][C:2]1[CH:7]=[C:6]([C:8]2[NH:28][C:26](=[O:27])[C:25]3[C:24](=[CH:32][C:31]([O:33][CH3:34])=[CH:30][C:29]=3[O:35][CH3:36])[N:23]=2)[CH:5]=[C:4]([N:10]2[CH2:11][CH2:12][NH:13][CH2:14][CH2:15]2)[CH:3]=1. The catalyst class is: 44.